This data is from Forward reaction prediction with 1.9M reactions from USPTO patents (1976-2016). The task is: Predict the product of the given reaction. (1) Given the reactants [C:1]([NH:5][S:6]([C:9]1([CH2:12]O)[CH2:11][CH2:10]1)(=[O:8])=[O:7])([CH3:4])([CH3:3])[CH3:2].C(N(S(F)(F)[F:20])CC)C.C(=O)(O)[O-].[Na+].Cl, predict the reaction product. The product is: [C:1]([NH:5][S:6]([C:9]1([CH2:12][F:20])[CH2:11][CH2:10]1)(=[O:8])=[O:7])([CH3:4])([CH3:3])[CH3:2]. (2) Given the reactants [CH:1]1([NH:4][C:5]([C:7]2[C:15]3[CH:14]=[C:13]([C:16]4[C:21]([Cl:22])=[CH:20][N:19]=[C:18]([NH:23][CH2:24][CH2:25][CH2:26][NH2:27])[N:17]=4)[S:12][C:11]=3[CH:10]=[CH:9][CH:8]=2)=[O:6])[CH2:3][CH2:2]1.[C:28]([O:32][C:33]([N:35]1[CH2:39][CH2:38][C@H:37]([C:40](O)=[O:41])[CH2:36]1)=[O:34])([CH3:31])([CH3:30])[CH3:29].C(N(CC)C(C)C)(C)C.Cl.C(N(CC)CCCN=C=NCC)C.ON1C2C=CC=CC=2N=N1, predict the reaction product. The product is: [C:28]([O:32][C:33]([N:35]1[CH2:39][CH2:38][C@H:37]([C:40](=[O:41])[NH:27][CH2:26][CH2:25][CH2:24][NH:23][C:18]2[N:17]=[C:16]([C:13]3[S:12][C:11]4[CH:10]=[CH:9][CH:8]=[C:7]([C:5](=[O:6])[NH:4][CH:1]5[CH2:2][CH2:3]5)[C:15]=4[CH:14]=3)[C:21]([Cl:22])=[CH:20][N:19]=2)[CH2:36]1)=[O:34])([CH3:31])([CH3:30])[CH3:29]. (3) The product is: [F:1][C:2]1[CH:3]=[C:4]([CH:5]=[CH:6][C:7]=1[S:8][CH3:9])[O:10][CH2:12][CH2:13][CH2:14][CH:15]1[CH2:20][CH2:19][N:18]([C:21]([O:23][C:24]([CH3:25])([CH3:27])[CH3:26])=[O:22])[CH2:17][CH2:16]1. Given the reactants [F:1][C:2]1[CH:3]=[C:4]([OH:10])[CH:5]=[CH:6][C:7]=1[S:8][CH3:9].O[CH2:12][CH2:13][CH2:14][CH:15]1[CH2:20][CH2:19][N:18]([C:21]([O:23][C:24]([CH3:27])([CH3:26])[CH3:25])=[O:22])[CH2:17][CH2:16]1, predict the reaction product. (4) Given the reactants [CH2:1]([O:3][C:4]([C:6]1[C:10]2[N:11]=[CH:12][N:13]=[C:14](Cl)[C:9]=2[NH:8][CH:7]=1)=[O:5])[CH3:2].[CH:16]1([CH2:19][O:20][C:21]2[CH:26]=[CH:25][C:24]([C:27](=[O:29])[CH3:28])=[CH:23][C:22]=2B2OC(C)(C)C(C)(C)O2)[CH2:18][CH2:17]1, predict the reaction product. The product is: [CH2:1]([O:3][C:4]([C:6]1[C:10]2[N:11]=[CH:12][N:13]=[C:14]([C:26]3[CH:25]=[C:24]([C:27](=[O:29])[CH3:28])[CH:23]=[CH:22][C:21]=3[O:20][CH2:19][CH:16]3[CH2:18][CH2:17]3)[C:9]=2[NH:8][CH:7]=1)=[O:5])[CH3:2]. (5) Given the reactants [NH:1]1[C:9]2[C:4](=[CH:5][CH:6]=[CH:7][CH:8]=2)[C:3](/[CH:10]=[CH:11]/[C:12]2[CH:24]=[CH:23][C:15]([O:16][CH2:17][C:18]([O:20]CC)=[O:19])=[CH:14][CH:13]=2)=[N:2]1.[OH-].[Na+], predict the reaction product. The product is: [NH:1]1[C:9]2[C:4](=[CH:5][CH:6]=[CH:7][CH:8]=2)[C:3](/[CH:10]=[CH:11]/[C:12]2[CH:24]=[CH:23][C:15]([O:16][CH2:17][C:18]([OH:20])=[O:19])=[CH:14][CH:13]=2)=[N:2]1.